This data is from Reaction yield outcomes from USPTO patents with 853,638 reactions. The task is: Predict the reaction yield, written as a fraction of the theoretical maximum amount of product (1.0 means a 100% yield; for example, 0.34 means a 34% yield). (1) The reactants are Cl[C:2]1[N:10]=[C:9]2[C:5]([N:6]=[C:7]([CH2:12][CH2:13][N:14]3[CH2:19][CH2:18][C:17]([F:21])([F:20])[CH2:16][CH2:15]3)[N:8]2[CH3:11])=[C:4]([N:22]2[CH2:27][CH2:26][O:25][CH2:24][CH2:23]2)[N:3]=1.[CH2:28]([C:30]1[NH:31][C:32]2[CH:38]=[CH:37][CH:36]=[CH:35][C:33]=2[N:34]=1)[CH3:29].CC(C1C=C(C(C)C)C(C2C=CC=CC=2P(C2CCCCC2)C2CCCCC2)=C(C(C)C)C=1)C.C([O-])([O-])=O.[Cs+].[Cs+]. The catalyst is O1CCOCC1.C1C=CC(/C=C/C(/C=C/C2C=CC=CC=2)=O)=CC=1.C1C=CC(/C=C/C(/C=C/C2C=CC=CC=2)=O)=CC=1.C1C=CC(/C=C/C(/C=C/C2C=CC=CC=2)=O)=CC=1.[Pd].[Pd]. The product is [F:20][C:17]1([F:21])[CH2:18][CH2:19][N:14]([CH2:13][CH2:12][C:7]2[N:8]([CH3:11])[C:9]3[C:5]([N:6]=2)=[C:4]([N:22]2[CH2:27][CH2:26][O:25][CH2:24][CH2:23]2)[N:3]=[C:2]([N:31]2[C:32]4[CH:38]=[CH:37][CH:36]=[CH:35][C:33]=4[N:34]=[C:30]2[CH2:28][CH3:29])[N:10]=3)[CH2:15][CH2:16]1. The yield is 0.640. (2) The reactants are CO.CCN(CC)CC.[NH2:10][C:11]1[C:16]([N+:17]([O-])=O)=[CH:15][C:14]([C:20]2[CH:21]=[N:22][C:23]([C:26]([OH:29])([CH3:28])[CH3:27])=[N:24][CH:25]=2)=[C:13]([F:30])[C:12]=1[CH:31]1[CH2:35][CH2:34][CH2:33][O:32]1. The catalyst is [Pd].C1COCC1. The product is [NH2:10][C:11]1[C:16]([NH2:17])=[CH:15][C:14]([C:20]2[CH:21]=[N:22][C:23]([C:26]([OH:29])([CH3:27])[CH3:28])=[N:24][CH:25]=2)=[C:13]([F:30])[C:12]=1[CH:31]1[CH2:35][CH2:34][CH2:33][O:32]1. The yield is 0.990. (3) The reactants are [Cl:1][C:2]1[CH:27]=[CH:26][C:5]2[N:6]3[C:10]([CH2:11][NH:12][CH2:13][C:4]=2[CH:3]=1)=[N:9][N:8]=[C:7]3[C@H:14]1[CH2:19][CH2:18][C@H:17]([C:20]2[CH:24]=[C:23]([CH3:25])[O:22][N:21]=2)[CH2:16][CH2:15]1.C(N(CC)CC)C.[CH3:35][S:36](Cl)(=[O:38])=[O:37]. The catalyst is ClCCl. The product is [Cl:1][C:2]1[CH:27]=[CH:26][C:5]2[N:6]3[C:10]([CH2:11][N:12]([S:36]([CH3:35])(=[O:38])=[O:37])[CH2:13][C:4]=2[CH:3]=1)=[N:9][N:8]=[C:7]3[C@H:14]1[CH2:15][CH2:16][C@H:17]([C:20]2[CH:24]=[C:23]([CH3:25])[O:22][N:21]=2)[CH2:18][CH2:19]1. The yield is 0.620. (4) The reactants are OO.O[Li].O.C([C@@H]1COC(=O)N1[C:19](=[O:43])[C@H:20]([C@H:29]1[N:33]([C:34]([O:36][C:37]([CH3:40])([CH3:39])[CH3:38])=[O:35])[C:32]([CH3:42])([CH3:41])[CH2:31][CH2:30]1)[C:21]1[CH:26]=[CH:25][C:24]([Cl:27])=[C:23]([F:28])[CH:22]=1)C1C=CC=CC=1.[O-:44]S([O-])=O.[Na+:48].[Na+]. The catalyst is C1COCC1.O. The product is [Na+:48].[C:37]([O:36][C:34]([N:33]1[C:32]([CH3:42])([CH3:41])[CH2:31][CH2:30][C@H:29]1[C@H:20]([C:21]1[CH:26]=[CH:25][C:24]([Cl:27])=[C:23]([F:28])[CH:22]=1)[C:19]([O-:43])=[O:44])=[O:35])([CH3:38])([CH3:39])[CH3:40]. The yield is 0.940. (5) The reactants are [N:1]1[C:6]2[NH:7][CH:8]=[CH:9][C:5]=2[C:4](O)=[N:3][CH:2]=1.P(Cl)(Cl)([Cl:13])=O.Cl.[OH-].[Na+].C(=O)([O-])[O-].[K+].[K+]. No catalyst specified. The product is [Cl:13][C:4]1[C:5]2[CH:9]=[CH:8][NH:7][C:6]=2[N:1]=[CH:2][N:3]=1. The yield is 0.678. (6) The reactants are [Cl-].O[NH3+:3].[C:4](=[O:7])([O-])[OH:5].[Na+].CS(C)=O.[CH2:13]([C:17]1[N:18]=[C:19]([CH3:56])[N:20]([C:39]2[CH:40]=[C:41]3[C:45](=[CH:46][CH:47]=2)[CH2:44][CH2:43][CH:42]3[O:48][Si:49]([C:52]([CH3:55])([CH3:54])[CH3:53])([CH3:51])[CH3:50])[C:21](=[O:38])[C:22]=1[CH2:23][C:24]1[CH:29]=[CH:28][C:27]([C:30]2[C:31]([C:36]#[N:37])=[CH:32][CH:33]=[CH:34][CH:35]=2)=[CH:26][CH:25]=1)[CH2:14][CH2:15][CH3:16]. The catalyst is O.C(OCC)(=O)C. The product is [CH2:13]([C:17]1[N:18]=[C:19]([CH3:56])[N:20]([C:39]2[CH:40]=[C:41]3[C:45](=[CH:46][CH:47]=2)[CH2:44][CH2:43][CH:42]3[O:48][Si:49]([C:52]([CH3:55])([CH3:54])[CH3:53])([CH3:51])[CH3:50])[C:21](=[O:38])[C:22]=1[CH2:23][C:24]1[CH:25]=[CH:26][C:27]([C:30]2[CH:35]=[CH:34][CH:33]=[CH:32][C:31]=2[C:36]2[NH:3][C:4](=[O:7])[O:5][N:37]=2)=[CH:28][CH:29]=1)[CH2:14][CH2:15][CH3:16]. The yield is 0.420. (7) The reactants are [Br:1][C:2]1[CH:3]=[C:4]([S:8](Cl)(=[O:10])=[O:9])[CH:5]=[CH:6][CH:7]=1.[NH2:12][CH2:13][CH2:14][C:15]#[N:16]. No catalyst specified. The product is [Br:1][C:2]1[CH:3]=[C:4]([S:8]([NH:16][CH2:15][CH2:14][C:13]#[N:12])(=[O:10])=[O:9])[CH:5]=[CH:6][CH:7]=1. The yield is 0.550.